Dataset: Merck oncology drug combination screen with 23,052 pairs across 39 cell lines. Task: Regression. Given two drug SMILES strings and cell line genomic features, predict the synergy score measuring deviation from expected non-interaction effect. (1) Drug 1: CCN(CC)CCNC(=O)c1c(C)[nH]c(C=C2C(=O)Nc3ccc(F)cc32)c1C. Drug 2: CS(=O)(=O)CCNCc1ccc(-c2ccc3ncnc(Nc4ccc(OCc5cccc(F)c5)c(Cl)c4)c3c2)o1. Cell line: SKMES1. Synergy scores: synergy=20.3. (2) Drug 1: O=S1(=O)NC2(CN1CC(F)(F)F)C1CCC2Cc2cc(C=CCN3CCC(C(F)(F)F)CC3)ccc2C1. Drug 2: Nc1ccn(C2OC(CO)C(O)C2(F)F)c(=O)n1. Cell line: ES2. Synergy scores: synergy=8.68. (3) Drug 1: CCC1=CC2CN(C1)Cc1c([nH]c3ccccc13)C(C(=O)OC)(c1cc3c(cc1OC)N(C)C1C(O)(C(=O)OC)C(OC(C)=O)C4(CC)C=CCN5CCC31C54)C2. Drug 2: CCN(CC)CCNC(=O)c1c(C)[nH]c(C=C2C(=O)Nc3ccc(F)cc32)c1C. Cell line: T47D. Synergy scores: synergy=-14.4. (4) Drug 1: CC(=O)OC1C(=O)C2(C)C(O)CC3OCC3(OC(C)=O)C2C(OC(=O)c2ccccc2)C2(O)CC(OC(=O)C(O)C(NC(=O)c3ccccc3)c3ccccc3)C(C)=C1C2(C)C. Drug 2: CC1(c2nc3c(C(N)=O)cccc3[nH]2)CCCN1. Cell line: NCIH23. Synergy scores: synergy=-10.7.